Predict the reactants needed to synthesize the given product. From a dataset of Full USPTO retrosynthesis dataset with 1.9M reactions from patents (1976-2016). (1) Given the product [CH2:1]([C:4]1([CH2:30][CH3:31])[CH2:9][C@H:8]([C:10]2[CH:15]=[CH:14][CH:13]=[C:12]([Cl:16])[CH:11]=2)[C@@H:7]([C:17]2[CH:22]=[CH:21][C:20]([Cl:23])=[CH:19][CH:18]=2)[N:6]([C@@H:24]([CH2:27][CH3:28])[CH2:25][N:33]([CH3:32])[S:34]([CH:37]2[CH2:39][CH2:38]2)(=[O:36])=[O:35])[C:5]1=[O:29])[CH:2]=[CH2:3], predict the reactants needed to synthesize it. The reactants are: [CH2:1]([C:4]1([CH2:30][CH3:31])[CH2:9][C@H:8]([C:10]2[CH:15]=[CH:14][CH:13]=[C:12]([Cl:16])[CH:11]=2)[C@@H:7]([C:17]2[CH:22]=[CH:21][C:20]([Cl:23])=[CH:19][CH:18]=2)[N:6]([C@@H:24]([CH2:27][CH3:28])[CH2:25]O)[C:5]1=[O:29])[CH:2]=[CH2:3].[CH3:32][NH:33][S:34]([CH:37]1[CH2:39][CH2:38]1)(=[O:36])=[O:35].C(C=P(CCCC)(CCCC)CCCC)#N. (2) Given the product [NH2:1][C:2]1[C:7]([S:8]([NH:11][C:12]([C:14]2[C:15]([N:24]3[CH2:25][C@@H:26]([CH3:28])[CH2:27][C:23]3([CH3:29])[CH3:22])=[N:16][C:17]([Cl:20])=[CH:18][CH:19]=2)=[O:13])(=[O:10])=[O:9])=[CH:6][CH:5]=[CH:4][N:3]=1, predict the reactants needed to synthesize it. The reactants are: [NH2:1][C:2]1[C:7]([S:8]([NH:11][C:12]([C:14]2[C:15](Cl)=[N:16][C:17]([Cl:20])=[CH:18][CH:19]=2)=[O:13])(=[O:10])=[O:9])=[CH:6][CH:5]=[CH:4][N:3]=1.[CH3:22][C:23]1([CH3:29])[CH2:27][C@H:26]([CH3:28])[CH2:25][NH:24]1.C(=O)([O-])[O-].[K+].[K+].Cl. (3) The reactants are: NCC(O)=O.S(O)(O)(=O)=O.NN.[O-]P(OP([O-])([O-])=O)([O-])=O.[Na+].[Na+].[Na+].[Na+].[CH:26]1[CH:31]=[N+:30]([C@@H:32]2[O:36][C@H:35]([CH2:37][O:38][P:39]([O:42][P:43]([O:46][CH2:47][C@H:48]3[O:52][C@@H:51]([N:53]4[C:57]5[N:58]=[CH:59][N:60]=[C:61]([NH2:62])[C:56]=5[N:55]=[CH:54]4)[C@H:50]([OH:63])[C@@H:49]3[OH:64])([OH:45])=[O:44])([OH:41])=[O:40])[C@@H:34]([OH:65])[C@H:33]2[OH:66])[CH:29]=[C:28]([C:67]([NH2:69])=[O:68])[CH:27]=1. Given the product [CH:59]1[N:60]=[C:61]([NH2:62])[C:56]2[N:55]=[CH:54][N:53]([C@@H:51]3[O:52][C@H:48]([CH2:47][O:46][P:43]([O:42][P:39]([O:38][CH2:37][C@H:35]4[O:36][C@@H:32]([N:30]5[CH:29]=[C:28]([C:67]([NH2:69])=[O:68])[CH2:27][CH:26]=[CH:31]5)[C@H:33]([OH:66])[C@@H:34]4[OH:65])([OH:41])=[O:40])([OH:45])=[O:44])[C@@H:49]([OH:64])[C@H:50]3[OH:63])[C:57]=2[N:58]=1, predict the reactants needed to synthesize it. (4) Given the product [S:10]([C:14]1[CH:20]=[CH:19][C:17]([CH3:18])=[CH:16][CH:15]=1)([OH:13])(=[O:12])=[O:11].[CH3:21][NH:22][CH2:9][CH2:2][CH2:3][CH2:4][CH:5]=[CH:6][CH2:7][CH3:8], predict the reactants needed to synthesize it. The reactants are: Br[CH:2]([CH3:9])[CH2:3][CH2:4][CH2:5][CH2:6][CH:7]=[CH2:8].[S:10]([C:14]1[CH:20]=[CH:19][C:17]([CH3:18])=[CH:16][CH:15]=1)([OH:13])(=[O:12])=[O:11].[CH3:21][NH:22]CCCCC=C. (5) Given the product [F:1][C:2]1[C:3]([OH:10])=[C:4]([CH:5]=[CH:6][C:7]=1[O:8][CH3:9])[CH:14]=[O:15], predict the reactants needed to synthesize it. The reactants are: [F:1][C:2]1[C:7]([O:8][CH3:9])=[CH:6][CH:5]=[CH:4][C:3]=1[OH:10].[Cl-].[Mg+2].[Cl-].[CH2:14]=[O:15].Cl. (6) Given the product [C:1]1([C:11]2[CH:16]=[CH:15][N:14]=[C:13]([NH2:17])[CH:12]=2)[CH:6]=[CH:5][CH:4]=[CH:3][CH:2]=1, predict the reactants needed to synthesize it. The reactants are: [C:1]1(B(O)O)[CH:6]=[CH:5][CH:4]=[CH:3][CH:2]=1.Br[C:11]1[CH:16]=[CH:15][N:14]=[C:13]([NH2:17])[CH:12]=1.C(=O)([O-])[O-].[Na+].[Na+]. (7) Given the product [F:13][C:14]1[CH:19]=[CH:18][C:17]([C:2]2[N:7]3[CH:8]=[CH:9][N:10]=[C:6]3[C:5]([NH:11][CH3:12])=[N:4][CH:3]=2)=[CH:16][CH:15]=1, predict the reactants needed to synthesize it. The reactants are: Br[C:2]1[N:7]2[CH:8]=[CH:9][N:10]=[C:6]2[C:5]([NH:11][CH3:12])=[N:4][CH:3]=1.[F:13][C:14]1[CH:19]=[CH:18][C:17](B(O)O)=[CH:16][CH:15]=1.C([O-])([O-])=O.[K+].[K+]. (8) Given the product [CH3:14][N:11]1[C:12]2[C:8](=[CH:7][CH:6]=[C:5]([C:3]([NH:16][NH2:17])=[O:2])[CH:13]=2)[CH:9]=[CH:10]1, predict the reactants needed to synthesize it. The reactants are: C[O:2][C:3]([C:5]1[CH:13]=[C:12]2[C:8]([CH:9]=[CH:10][N:11]2[CH3:14])=[CH:7][CH:6]=1)=O.O.[NH2:16][NH2:17]. (9) Given the product [Br:11][C:12]1[CH:13]=[C:14]([C:15](=[O:16])[CH2:8][CH2:7][C:1]2[CH:6]=[CH:5][CH:4]=[CH:3][CH:2]=2)[CH:21]=[CH:22][N:23]=1, predict the reactants needed to synthesize it. The reactants are: [C:1]1([CH2:7][CH2:8][Mg]Cl)[CH:6]=[CH:5][CH:4]=[CH:3][CH:2]=1.[Br:11][C:12]1[CH:13]=[C:14]([CH:21]=[CH:22][N:23]=1)[C:15](N(OC)C)=[O:16].C1([Mg]Cl)C=CC=CC=1.Cl.[OH-].[Na+]. (10) Given the product [CH3:25][C@H:26]1[CH2:27][N:28]([CH2:17][C:16]2[C:12]3[C:11]4[N:10]([N:21]=[CH:20][N:19]=4)[C:9](=[O:22])[N:8]([CH2:7][C:6]4[CH:5]=[CH:4][C:3]([O:2][CH3:1])=[CH:24][CH:23]=4)[C:13]=3[S:14][CH:15]=2)[CH2:29][C@@H:30]([CH3:32])[O:31]1, predict the reactants needed to synthesize it. The reactants are: [CH3:1][O:2][C:3]1[CH:24]=[CH:23][C:6]([CH2:7][N:8]2[C:13]3[S:14][CH:15]=[C:16]([CH:17]=O)[C:12]=3[C:11]3=[N:19][CH:20]=[N:21][N:10]3[C:9]2=[O:22])=[CH:5][CH:4]=1.[CH3:25][C@@H:26]1[O:31][C@H:30]([CH3:32])[CH2:29][NH:28][CH2:27]1.C([BH3-])#N.[Na+].